This data is from Reaction yield outcomes from USPTO patents with 853,638 reactions. The task is: Predict the reaction yield, written as a fraction of the theoretical maximum amount of product (1.0 means a 100% yield; for example, 0.34 means a 34% yield). The reactants are [CH2:1]([N:5]1[C:14](=[O:15])[C:13]([C:16]#[N:17])=[C:12]2[C:7]([C:8](=[O:18])[CH2:9][CH2:10][CH2:11]2)=[CH:6]1)[CH2:2][CH2:3][CH3:4].[BH4-].[Na+].Cl. The catalyst is C1COCC1. The product is [CH2:1]([N:5]1[C:14](=[O:15])[C:13]([C:16]#[N:17])=[C:12]2[C:7]([CH:8]([OH:18])[CH2:9][CH2:10][CH2:11]2)=[CH:6]1)[CH2:2][CH2:3][CH3:4]. The yield is 0.750.